This data is from Reaction yield outcomes from USPTO patents with 853,638 reactions. The task is: Predict the reaction yield, written as a fraction of the theoretical maximum amount of product (1.0 means a 100% yield; for example, 0.34 means a 34% yield). (1) The reactants are Cl[C:2](OC1C=CC([N+]([O-])=O)=CC=1)=[O:3].[Br:14][C:15]1[CH:21]=[CH:20][C:18]([NH2:19])=[CH:17][C:16]=1[C:22]([F:25])([F:24])[F:23].N1C=CC=CC=1.[NH2:32][CH2:33][CH2:34][OH:35].C(N(CC)CC)C.Cl. The catalyst is C(Cl)Cl. The product is [Br:14][C:15]1[CH:21]=[CH:20][C:18]([NH:19][C:2]([NH:32][CH2:33][CH2:34][OH:35])=[O:3])=[CH:17][C:16]=1[C:22]([F:23])([F:24])[F:25]. The yield is 0.730. (2) The reactants are [CH3:1][O:2][C:3]([C:5]1([S:11]([C:14]2[CH:19]=[CH:18][C:17]([O:20][CH2:21][C:22]#[C:23][CH3:24])=[CH:16][CH:15]=2)(=[O:13])=[O:12])[CH2:10][CH2:9][NH:8][CH2:7][CH2:6]1)=[O:4].C(=O)(O)[O-].[Na+].[CH2:30]([O:32][C:33](Cl)=[O:34])[CH3:31]. The catalyst is C(Cl)(Cl)Cl. The product is [CH2:21]([O:20][C:17]1[CH:16]=[CH:15][C:14]([S:11]([C:5]2([C:3]([O:2][CH3:1])=[O:4])[CH2:10][CH2:9][N:8]([C:33]([O:32][CH2:30][CH3:31])=[O:34])[CH2:7][CH2:6]2)(=[O:13])=[O:12])=[CH:19][CH:18]=1)[C:22]#[C:23][CH3:24]. The yield is 0.980. (3) The reactants are [CH3:1][O:2][C:3]1[CH:8]=[CH:7][C:6]([O:9][CH2:10][O:11][CH3:12])=[CH:5][N:4]=1.C([Li])(C)(C)C.CCCCC.[F:23][C:24]([F:43])([F:42])[C:25]1[O:29][C:28]([CH2:30][N:31]2[C:39]3[C:34](=[CH:35][CH:36]=[CH:37][CH:38]=3)[C:33](=[O:40])[C:32]2=[O:41])=[CH:27][CH:26]=1.[Cl-].[NH4+]. The catalyst is O1CCCC1.C(OCC)(=O)C.O. The product is [OH:40][C:33]1([C:7]2[C:6]([O:9][CH2:10][O:11][CH3:12])=[CH:5][N:4]=[C:3]([O:2][CH3:1])[CH:8]=2)[C:34]2[C:39](=[CH:38][CH:37]=[CH:36][CH:35]=2)[N:31]([CH2:30][C:28]2[O:29][C:25]([C:24]([F:42])([F:23])[F:43])=[CH:26][CH:27]=2)[C:32]1=[O:41]. The yield is 0.200.